Task: Predict the reactants needed to synthesize the given product.. Dataset: Full USPTO retrosynthesis dataset with 1.9M reactions from patents (1976-2016) Given the product [F:1][C:2]1[CH:3]=[CH:4][C:5]([CH2:6][N:7]2[C:15]3[CH:14]=[CH:13][CH:12]=[CH:11][C:10]=3[C:9]3[CH2:16][CH:17]4[CH2:20][NH:21][C:29](=[O:30])[N:18]4[CH2:19][C:8]2=3)=[CH:22][CH:23]=1, predict the reactants needed to synthesize it. The reactants are: [F:1][C:2]1[CH:23]=[CH:22][C:5]([CH2:6][N:7]2[C:15]3[C:10](=[CH:11][CH:12]=[CH:13][CH:14]=3)[C:9]3[CH2:16][CH:17]([CH2:20][NH2:21])[NH:18][CH2:19][C:8]2=3)=[CH:4][CH:3]=1.C1N=CN([C:29](N2C=NC=C2)=[O:30])C=1.CCN(CC)CC.